From a dataset of Full USPTO retrosynthesis dataset with 1.9M reactions from patents (1976-2016). Predict the reactants needed to synthesize the given product. (1) Given the product [F:22][C:14]1[CH:15]=[C:16]2[C:20](=[C:12]([NH:11][CH:1]=[O:3])[CH:13]=1)[NH:19][C:18](=[O:21])[CH2:17]2, predict the reactants needed to synthesize it. The reactants are: [C:1](OC(=O)C)(=[O:3])C.C(O)=O.[NH2:11][C:12]1[CH:13]=[C:14]([F:22])[CH:15]=[C:16]2[C:20]=1[NH:19][C:18](=[O:21])[CH2:17]2. (2) Given the product [NH:1]([C:8]1[N:24]([C:25]2[CH:30]=[CH:29][CH:28]=[CH:27][CH:26]=2)[C:13]2[C:12]([C:10](=[O:11])[CH:9]=1)=[C:17]([C:18]([F:21])([F:19])[F:20])[CH:16]=[C:15]([Cl:22])[N:14]=2)[C:2]1[CH:7]=[CH:6][CH:5]=[CH:4][CH:3]=1, predict the reactants needed to synthesize it. The reactants are: [NH:1]([C:8]([NH:24][C:25]1[CH:30]=[CH:29][CH:28]=[CH:27][CH:26]=1)=[CH:9][C:10]([C:12]1[C:13](Cl)=[N:14][C:15]([Cl:22])=[CH:16][C:17]=1[C:18]([F:21])([F:20])[F:19])=[O:11])[C:2]1[CH:7]=[CH:6][CH:5]=[CH:4][CH:3]=1.CC([O-])(C)C.[K+]. (3) Given the product [Cl:25][C:18]1[C:19]([F:24])=[CH:20][CH:21]=[C:22]([Cl:23])[C:17]=1[CH:15]([O:14][C:12]1[CH:13]=[C:8]([C:5]2[CH:4]=[CH:3][C:2]([N:35]3[CH2:36][CH2:37][CH:32]([N:27]4[CH2:31][CH2:30][CH2:29][CH2:28]4)[CH2:33][CH2:34]3)=[N:7][CH:6]=2)[CH:9]=[N:10][C:11]=1[NH2:26])[CH3:16], predict the reactants needed to synthesize it. The reactants are: Br[C:2]1[N:7]=[CH:6][C:5]([C:8]2[CH:9]=[N:10][C:11]([NH2:26])=[C:12]([O:14][CH:15]([C:17]3[C:22]([Cl:23])=[CH:21][CH:20]=[C:19]([F:24])[C:18]=3[Cl:25])[CH3:16])[CH:13]=2)=[CH:4][CH:3]=1.[N:27]1([CH:32]2[CH2:37][CH2:36][NH:35][CH2:34][CH2:33]2)[CH2:31][CH2:30][CH2:29][CH2:28]1. (4) Given the product [Br:1][C:2]1[CH:3]=[CH:4][C:5]2[S:9][C:8]([CH2:10][CH2:11][CH2:12][S:13][C:14]3[CH:19]=[CH:18][C:17]([O:20][CH2:21][C:22]([OH:24])=[O:23])=[C:16]([CH3:27])[CH:15]=3)=[C:7]([CH3:28])[C:6]=2[CH:29]=1, predict the reactants needed to synthesize it. The reactants are: [Br:1][C:2]1[CH:3]=[CH:4][C:5]2[S:9][C:8]([CH2:10][CH2:11][CH2:12][S:13][C:14]3[CH:19]=[CH:18][C:17]([O:20][CH2:21][C:22]([O:24]CC)=[O:23])=[C:16]([CH3:27])[CH:15]=3)=[C:7]([CH3:28])[C:6]=2[CH:29]=1.[OH-].[Na+]. (5) Given the product [NH2:11][C:4]1[C:3]([O:2][CH3:1])=[CH:10][CH:9]=[CH:8][C:5]=1[CH:6]=[O:7], predict the reactants needed to synthesize it. The reactants are: [CH3:1][O:2][C:3]1[C:4]([N+:11]([O-])=O)=[C:5]([CH:8]=[CH:9][CH:10]=1)[CH:6]=[O:7].CCO. (6) Given the product [CH3:1][O:2][C:3](=[O:45])[CH2:4][C:5]1[CH:10]=[CH:9][CH:8]=[CH:7][C:6]=1[CH2:11][CH2:12][C:13]1[C:18]([C:19]([F:21])([F:22])[F:20])=[CH:17][N:16]=[C:15]([NH:23][C:24]2[CH:44]=[CH:43][C:27]([C:28]([N:30]3[CH2:35][CH2:34][N:33]([C:36]([O:38][C:39]([CH3:42])([CH3:41])[CH3:40])=[O:37])[CH2:32][CH2:31]3)=[O:29])=[CH:26][CH:25]=2)[N:14]=1, predict the reactants needed to synthesize it. The reactants are: [CH3:1][O:2][C:3](=[O:45])[CH2:4][C:5]1[CH:10]=[CH:9][CH:8]=[CH:7][C:6]=1[C:11]#[C:12][C:13]1[C:18]([C:19]([F:22])([F:21])[F:20])=[CH:17][N:16]=[C:15]([NH:23][C:24]2[CH:44]=[CH:43][C:27]([C:28]([N:30]3[CH2:35][CH2:34][N:33]([C:36]([O:38][C:39]([CH3:42])([CH3:41])[CH3:40])=[O:37])[CH2:32][CH2:31]3)=[O:29])=[CH:26][CH:25]=2)[N:14]=1.